From a dataset of Reaction yield outcomes from USPTO patents with 853,638 reactions. Predict the reaction yield, written as a fraction of the theoretical maximum amount of product (1.0 means a 100% yield; for example, 0.34 means a 34% yield). (1) The reactants are [C:1]([C:4]1[N:8]([CH:9]2[CH2:14][CH2:13][O:12][CH2:11][CH2:10]2)[C:7]([CH3:15])=[N:6][CH:5]=1)(=[O:3])[CH3:2]. The catalyst is CN(C(OC)OC)C.CN(C=O)C. The product is [CH3:7][N:8]([CH3:9])/[CH:4]=[CH:2]/[C:1]([C:4]1[N:8]([CH:9]2[CH2:14][CH2:13][O:12][CH2:11][CH2:10]2)[C:7]([CH3:15])=[N:6][CH:5]=1)=[O:3]. The yield is 0.820. (2) The reactants are [C:1]([C:3]1[C:4]([C:25]2[CH:30]=[CH:29][C:28]([OH:31])=[CH:27][CH:26]=2)=[N:5][N:6]2[CH:11]([C:12]3[CH:17]=[CH:16][CH:15]=[CH:14][C:13]=3[NH:18][C:19](=[O:24])[C:20]([F:23])([F:22])[F:21])[CH2:10][CH2:9][NH:8][C:7]=12)#[N:2].[F:32][C:33]1[CH:38]=[CH:37][C:36](B(O)O)=[CH:35][CH:34]=1. The catalyst is C(Cl)Cl.CC([O-])=O.CC([O-])=O.[Cu+2]. The product is [C:1]([C:3]1[C:4]([C:25]2[CH:30]=[CH:29][C:28]([O:31][C:36]3[CH:37]=[CH:38][C:33]([F:32])=[CH:34][CH:35]=3)=[CH:27][CH:26]=2)=[N:5][N:6]2[CH:11]([C:12]3[CH:17]=[CH:16][CH:15]=[CH:14][C:13]=3[NH:18][C:19](=[O:24])[C:20]([F:22])([F:21])[F:23])[CH2:10][CH2:9][NH:8][C:7]=12)#[N:2]. The yield is 0.570. (3) The reactants are [OH:1][C:2]1[C:3]([CH2:22][CH:23]=[C:24]([CH3:26])[CH3:25])=[C:4]([NH:8][C:9](C2C=CC=CC=2)=[CH:10][C:11](OCC)=[O:12])[CH:5]=[CH:6][CH:7]=1.[C:27]1([O:33][C:34]2C=CC=CC=2)[CH:32]=[CH:31][CH:30]=[CH:29][CH:28]=1. No catalyst specified. The product is [OH:1][C:2]1[C:3]([CH2:22][CH:23]=[C:24]([CH3:26])[CH3:25])=[C:4]2[C:5]([C:11](=[O:12])[CH:10]=[C:9]([C:30]3[CH:31]=[CH:32][C:27]([O:33][CH3:34])=[CH:28][CH:29]=3)[NH:8]2)=[CH:6][CH:7]=1. The yield is 0.540. (4) The yield is 0.540. The reactants are [F:1][C:2]1[CH:7]=[CH:6][C:5]([C:8]2[C:19](=[O:20])[N:18]([CH3:21])[C:11]3[N:12]=[C:13](SC)[N:14]=[CH:15][C:10]=3[CH:9]=2)=[CH:4][C:3]=1[NH:22][C:23]([NH:25][C:26]1[CH:31]=[C:30]([C:32]2[CH:37]=[CH:36][CH:35]=[CH:34][CH:33]=2)[N:29]=[CH:28][N:27]=1)=[O:24].[CH3:38][NH2:39].C1COCC1. No catalyst specified. The product is [F:1][C:2]1[CH:7]=[CH:6][C:5]([C:8]2[C:19](=[O:20])[N:18]([CH3:21])[C:11]3[N:12]=[C:13]([NH:39][CH3:38])[N:14]=[CH:15][C:10]=3[CH:9]=2)=[CH:4][C:3]=1[NH:22][C:23]([NH:25][C:26]1[CH:31]=[C:30]([C:32]2[CH:37]=[CH:36][CH:35]=[CH:34][CH:33]=2)[N:29]=[CH:28][N:27]=1)=[O:24]. (5) The reactants are [O:1]=[C:2]1[C:11]2[CH:10]=[CH:9][CH:8]=[C:7]3[NH:12][CH:13]([C:21]4[CH:28]=[CH:27][C:24]([CH:25]=O)=[CH:23][CH:22]=4)[CH:14]([C:15]4[CH:20]=[CH:19][CH:18]=[CH:17][CH:16]=4)[C:5]([C:6]=23)=[N:4][NH:3]1.C(O)(=O)C.[NH:33]1[CH2:36][CH2:35][CH2:34]1.C(O[BH-](OC(=O)C)OC(=O)C)(=O)C.[Na+]. The catalyst is ClCCl.CO. The product is [N:33]1([CH2:25][C:24]2[CH:27]=[CH:28][C:21]([CH:13]3[NH:12][C:7]4[C:6]5[C:5](=[N:4][NH:3][C:2](=[O:1])[C:11]=5[CH:10]=[CH:9][CH:8]=4)[CH:14]3[C:15]3[CH:20]=[CH:19][CH:18]=[CH:17][CH:16]=3)=[CH:22][CH:23]=2)[CH2:36][CH2:35][CH2:34]1. The yield is 0.510.